This data is from Full USPTO retrosynthesis dataset with 1.9M reactions from patents (1976-2016). The task is: Predict the reactants needed to synthesize the given product. (1) Given the product [OH:31][CH:30]([C:21]1[CH:22]=[C:23]2[C:28](=[C:19]3[CH:18]=[C:17]([C:14]4[CH:13]=[CH:12][C:11]([CH2:10][N:4]5[CH2:5][CH2:6][O:7][CH2:8][CH2:9]5)=[CH:16][CH:15]=4)[CH:33]=[CH:32][C:20]=13)[C:27](=[O:29])[NH:26][CH:25]=[CH:24]2)[CH3:34], predict the reactants needed to synthesize it. The reactants are: C[Mg+].[Br-].[N:4]1([CH2:10][C:11]2[CH:16]=[CH:15][C:14]([C:17]3[CH:33]=[CH:32][C:20]4=[C:21]([CH:30]=[O:31])[CH:22]=[C:23]5[C:28]([C:27](=[O:29])[NH:26][CH:25]=[CH:24]5)=[C:19]4[CH:18]=3)=[CH:13][CH:12]=2)[CH2:9][CH2:8][O:7][CH2:6][CH2:5]1.[C:34](OCC)(=O)C. (2) The reactants are: [CH3:1][C:2]1[CH:7]=[C:6]([O:8][CH2:9][CH2:10][CH2:11][S:12]([CH3:15])(=[O:14])=[O:13])[CH:5]=[C:4]([CH3:16])[C:3]=1[C:17]1[CH:22]=[CH:21][CH:20]=[C:19]([CH2:23][O:24][C:25]2[CH:37]=[CH:36][C:28]3[C:29]([CH2:32][C:33]([OH:35])=[O:34])=[CH:30][O:31][C:27]=3[CH:26]=2)[CH:18]=1.C(O)C. Given the product [CH3:16][C:4]1[CH:5]=[C:6]([O:8][CH2:9][CH2:10][CH2:11][S:12]([CH3:15])(=[O:14])=[O:13])[CH:7]=[C:2]([CH3:1])[C:3]=1[C:17]1[CH:22]=[CH:21][CH:20]=[C:19]([CH2:23][O:24][C:25]2[CH:37]=[CH:36][C:28]3[C@H:29]([CH2:32][C:33]([OH:35])=[O:34])[CH2:30][O:31][C:27]=3[CH:26]=2)[CH:18]=1, predict the reactants needed to synthesize it. (3) Given the product [NH2:1][CH:2]([C:7]1[CH:12]=[CH:11][CH:10]=[C:9]([Cl:13])[CH:8]=1)[C:3]([NH2:14])=[O:4], predict the reactants needed to synthesize it. The reactants are: [NH2:1][CH:2]([C:7]1[CH:12]=[CH:11][CH:10]=[C:9]([Cl:13])[CH:8]=1)[C:3](OC)=[O:4].[NH3:14]. (4) Given the product [C:1]([O:5][C:6](=[O:42])[NH:7][C:8]1([C:14]2[CH:19]=[CH:18][C:17]([C:20]3[C:25]([C:26]4[CH:31]=[CH:30][CH:29]=[CH:28][CH:27]=4)=[CH:24][N:23]4[N:32]=[C:33]([C:36]5[CH:41]=[CH:40][CH:39]=[CH:38][CH:37]=5)[C:34]([CH3:43])=[C:22]4[N:21]=3)=[CH:16][CH:15]=2)[CH2:11][C:10]([OH:13])([CH3:12])[CH2:9]1)([CH3:4])([CH3:3])[CH3:2], predict the reactants needed to synthesize it. The reactants are: [C:1]([O:5][C:6](=[O:42])[NH:7][C:8]1([C:14]2[CH:19]=[CH:18][C:17]([C:20]3[C:25]([C:26]4[CH:31]=[CH:30][CH:29]=[CH:28][CH:27]=4)=[CH:24][N:23]4[N:32]=[C:33]([C:36]5[CH:41]=[CH:40][CH:39]=[CH:38][CH:37]=5)[C:34](Br)=[C:22]4[N:21]=3)=[CH:16][CH:15]=2)[CH2:11][C:10]([OH:13])([CH3:12])[CH2:9]1)([CH3:4])([CH3:3])[CH3:2].[CH3:43]B(O)O.